Dataset: NCI-60 drug combinations with 297,098 pairs across 59 cell lines. Task: Regression. Given two drug SMILES strings and cell line genomic features, predict the synergy score measuring deviation from expected non-interaction effect. (1) Drug 1: CCC1=C2CN3C(=CC4=C(C3=O)COC(=O)C4(CC)O)C2=NC5=C1C=C(C=C5)O. Drug 2: C(CC(=O)O)C(=O)CN.Cl. Cell line: HCT116. Synergy scores: CSS=49.4, Synergy_ZIP=4.19, Synergy_Bliss=1.98, Synergy_Loewe=-73.3, Synergy_HSA=-1.40. (2) Drug 1: C(CC(=O)O)C(=O)CN.Cl. Drug 2: CC12CCC3C(C1CCC2OP(=O)(O)O)CCC4=C3C=CC(=C4)OC(=O)N(CCCl)CCCl.[Na+]. Cell line: A549. Synergy scores: CSS=6.02, Synergy_ZIP=-7.32, Synergy_Bliss=-9.98, Synergy_Loewe=-12.1, Synergy_HSA=-10.8. (3) Drug 1: CCC1=C2CN3C(=CC4=C(C3=O)COC(=O)C4(CC)O)C2=NC5=C1C=C(C=C5)O. Drug 2: CN(CC1=CN=C2C(=N1)C(=NC(=N2)N)N)C3=CC=C(C=C3)C(=O)NC(CCC(=O)O)C(=O)O. Cell line: SF-295. Synergy scores: CSS=39.2, Synergy_ZIP=-3.85, Synergy_Bliss=-3.89, Synergy_Loewe=-4.90, Synergy_HSA=-0.183.